The task is: Predict the product of the given reaction.. This data is from Forward reaction prediction with 1.9M reactions from USPTO patents (1976-2016). (1) Given the reactants [C:1]([C:3]1[C:4](I)=[C:5]([C:14]([OH:16])=[O:15])[S:6][C:7]=1[N:8]1[CH2:13][CH2:12][O:11][CH2:10][CH2:9]1)#[N:2].O1CCCC1.C1([Li])C=CC=CC=1.[Cl:30][C:31]1[CH:36]=[CH:35][C:34](/[CH:37]=[N:38]/[S:39]([C:41]([CH3:44])([CH3:43])[CH3:42])=[O:40])=[CH:33][CH:32]=1.CO.C(O)(=O)C, predict the reaction product. The product is: [C:41]([S:39]([NH:38][CH:37]([C:34]1[CH:33]=[CH:32][C:31]([Cl:30])=[CH:36][CH:35]=1)[C:4]1[C:3]([C:1]#[N:2])=[C:7]([N:8]2[CH2:13][CH2:12][O:11][CH2:10][CH2:9]2)[S:6][C:5]=1[C:14]([OH:16])=[O:15])=[O:40])([CH3:44])([CH3:42])[CH3:43]. (2) The product is: [CH2:6]([C:8]1[CH:9]=[C:10]([C:15](=[O:21])[CH3:16])[CH:11]=[CH:12][C:13]=1[F:14])[CH3:7]. Given the reactants OS(O)(=O)=O.[CH2:6]([C:8]1[CH:9]=[C:10]([C:15]#[C:16][Si](C)(C)C)[CH:11]=[CH:12][C:13]=1[F:14])[CH3:7].[O:21]1CCCC1, predict the reaction product. (3) Given the reactants [CH2:1]([C:3]([C:21]1[CH:26]=[CH:25][C:24]([OH:27])=[C:23]([CH3:28])[CH:22]=1)([C:6]1[CH:11]=[CH:10][C:9]([CH2:12][CH2:13][CH:14]([OH:19])[C:15]([CH3:18])([CH3:17])[CH3:16])=[C:8]([CH3:20])[CH:7]=1)[CH2:4][CH3:5])[CH3:2].[C:29]([O-:32])([O-])=[O:30].[K+].[K+].O=C1[O:40][C@@H:39]([CH2:41]OS(C2C=CC(C)=CC=2)(=O)=O)[CH2:38][CH2:37]1, predict the reaction product. The product is: [CH2:1]([C:3]([C:21]1[CH:26]=[CH:25][C:24]([O:27][CH2:41][C@H:39]([OH:40])[CH2:38][CH2:37][C:29]([OH:32])=[O:30])=[C:23]([CH3:28])[CH:22]=1)([C:6]1[CH:11]=[CH:10][C:9]([CH2:12][CH2:13][CH:14]([OH:19])[C:15]([CH3:17])([CH3:18])[CH3:16])=[C:8]([CH3:20])[CH:7]=1)[CH2:4][CH3:5])[CH3:2]. (4) Given the reactants [CH3:1][NH:2][C:3]1[C:11]2[C:6](=[CH:7][CH:8]=[C:9]([N+:12]([O-])=O)[CH:10]=2)[NH:5][N:4]=1.C(O)C.N, predict the reaction product. The product is: [NH2:12][C:9]1[CH:10]=[C:11]2[C:6](=[CH:7][CH:8]=1)[NH:5][N:4]=[C:3]2[NH:2][CH3:1]. (5) Given the reactants [C:1]1([CH2:7][O:8][C@@H:9]2[C@@H:13]([CH2:14][O:15][CH2:16][C:17]3[CH:22]=[CH:21][CH:20]=[CH:19][CH:18]=3)[C:12](OS(C(F)(F)F)(=O)=O)=[CH:11][CH2:10]2)[CH:6]=[CH:5][CH:4]=[CH:3][CH:2]=1.CN([CH:34]=[O:35])C.[CH3:36][OH:37].C(N(CC)CC)C, predict the reaction product. The product is: [CH3:36][O:37][C:34]([C:12]1[C@H:13]([CH2:14][O:15][CH2:16][C:17]2[CH:22]=[CH:21][CH:20]=[CH:19][CH:18]=2)[C@@H:9]([O:8][CH2:7][C:1]2[CH:6]=[CH:5][CH:4]=[CH:3][CH:2]=2)[CH2:10][CH:11]=1)=[O:35]. (6) Given the reactants [I:1][C:2]1[CH:7]=[C:6]([C:8](=[O:24])[NH:9][CH2:10][CH2:11][CH2:12][CH2:13][CH2:14][CH2:15][CH2:16][CH2:17][C:18]2[CH:23]=[CH:22][CH:21]=[CH:20][CH:19]=2)[CH:5]=[C:4]([I:25])[C:3]=1[OH:26].[CH3:27]I, predict the reaction product. The product is: [CH3:27][O:26][C:3]1[C:2]([I:1])=[CH:7][C:6]([C:8](=[O:24])[NH:9][CH2:10][CH2:11][CH2:12][CH2:13][CH2:14][CH2:15][CH2:16][CH2:17][C:18]2[CH:23]=[CH:22][CH:21]=[CH:20][CH:19]=2)=[CH:5][C:4]=1[I:25]. (7) Given the reactants [Cl-].[CH3:2][Zn+].Cl[C:5]1[C:10]([N+:11]([O-:13])=[O:12])=[C:9]([CH3:14])[N:8]=[C:7]([O:15][CH3:16])[N:6]=1, predict the reaction product. The product is: [CH3:16][O:15][C:7]1[N:8]=[C:9]([CH3:14])[C:10]([N+:11]([O-:13])=[O:12])=[C:5]([CH3:2])[N:6]=1. (8) Given the reactants [Cl:1][C:2]1[CH:7]=[C:6]([Cl:8])[CH:5]=[CH:4][C:3]=1[C:9]1[N:13]([C:14]2[CH:19]=[CH:18][C:17]([OH:20])=[CH:16][CH:15]=2)[C:12]([CH3:21])=[C:11]([C:22]([NH:24][N:25]2[CH2:30][CH2:29][CH2:28][CH2:27][CH2:26]2)=[O:23])[CH:10]=1.[CH2:31]([S:35](Cl)(=[O:37])=[O:36])[CH2:32][CH2:33][CH3:34], predict the reaction product. The product is: [CH2:31]([S:35]([O:20][C:17]1[CH:16]=[CH:15][C:14]([N:13]2[C:9]([C:3]3[CH:4]=[CH:5][C:6]([Cl:8])=[CH:7][C:2]=3[Cl:1])=[CH:10][C:11]([C:22]([NH:24][N:25]3[CH2:30][CH2:29][CH2:28][CH2:27][CH2:26]3)=[O:23])=[C:12]2[CH3:21])=[CH:19][CH:18]=1)(=[O:37])=[O:36])[CH2:32][CH2:33][CH3:34].